From a dataset of Rat liver microsome stability data. Regression/Classification. Given a drug SMILES string, predict its absorption, distribution, metabolism, or excretion properties. Task type varies by dataset: regression for continuous measurements (e.g., permeability, clearance, half-life) or binary classification for categorical outcomes (e.g., BBB penetration, CYP inhibition). Dataset: rlm. (1) The result is 1 (stable in rat liver microsomes). The molecule is CC(=O)N1CCc2cc(S(=O)(=O)NCCC3=CCCCC3)ccc21. (2) The molecule is O=C(Nc1cccc(-c2ccnc3c(-c4ccc(CN5CCCC5)cc4)cnn23)c1)c1cccc(C(F)(F)F)c1. The result is 1 (stable in rat liver microsomes). (3) The compound is COc1ccc(C2=Nn3c(nnc3-c3ccncc3)SC2)cc1. The result is 1 (stable in rat liver microsomes). (4) The compound is Cn1c(C#N)ccc1-c1ccc2c(c1F)C(C)(C)C(=O)N2. The result is 1 (stable in rat liver microsomes). (5) The molecule is CCN1C(=O)c2cccc3c(S(=O)(=O)NC4CCCCC4)ccc1c23. The result is 0 (unstable in rat liver microsomes).